From a dataset of Reaction yield outcomes from USPTO patents with 853,638 reactions. Predict the reaction yield, written as a fraction of the theoretical maximum amount of product (1.0 means a 100% yield; for example, 0.34 means a 34% yield). (1) The reactants are [CH2:1]([S:4]([NH2:7])(=[O:6])=[O:5])[CH2:2][CH3:3].[H-].[Na+].[NH2:10][C:11]1[CH:18]=[CH:17][CH:16]=[C:15](F)[C:12]=1[C:13]#[N:14]. The catalyst is CN1CCCC1=O.CCOCC. The product is [NH2:10][C:11]1[C:12]([C:13]#[N:14])=[C:15]([NH:7][S:4]([CH2:1][CH2:2][CH3:3])(=[O:6])=[O:5])[CH:16]=[CH:17][CH:18]=1. The yield is 0.387. (2) The reactants are CN1CCN(C2C=CC3NC([C:15]4([NH2:21])[CH2:20][CH2:19][NH:18][CH2:17][CH2:16]4)=NC=3C=2)CC1.C([N:26]([CH:30]([CH3:32])C)[CH:27]([CH3:29])C)C.ClC1[N:38]=[CH:37][N:36]=[C:35]2[C:35]=1[NH:36][CH:37]=[N:38]2. The catalyst is CC(N(C)C)=O. The product is [N:38]1[C:30]2[NH:26][CH:27]=[CH:29][C:32]=2[C:35]([N:18]2[CH2:17][CH2:16][CH:15]([NH2:21])[CH2:20][CH2:19]2)=[N:36][CH:37]=1. The yield is 0.0437.